This data is from Full USPTO retrosynthesis dataset with 1.9M reactions from patents (1976-2016). The task is: Predict the reactants needed to synthesize the given product. (1) Given the product [C:12]([O:11][C:9]([NH:16][CH:17]1[CH2:18][CH2:19][N:20]([C:23]([O:25][CH2:26][CH3:27])=[O:24])[CH2:21][CH2:22]1)=[O:10])([CH3:13])([CH3:14])[CH3:15], predict the reactants needed to synthesize it. The reactants are: [C:9](O[C:9]([O:11][C:12]([CH3:15])([CH3:14])[CH3:13])=[O:10])(=[O:10])[O:11][C:12]([CH3:15])([CH3:14])[CH3:13].[NH2:16][CH:17]1[CH2:22][CH2:21][N:20]([C:23]([O:25][CH2:26][CH3:27])=[O:24])[CH2:19][CH2:18]1. (2) Given the product [C:18]([O:22][C:23]([N:25]1[CH2:29][CH2:28][CH2:27][C@H:26]1[CH2:30][O:13][C:10]1[CH:11]=[CH:12][C:7]([CH2:6][C:5]2[CH:4]=[CH:3][C:2]([Cl:1])=[CH:15][CH:14]=2)=[CH:8][CH:9]=1)=[O:24])([CH3:21])([CH3:19])[CH3:20], predict the reactants needed to synthesize it. The reactants are: [Cl:1][C:2]1[CH:15]=[CH:14][C:5]([CH2:6][C:7]2[CH:12]=[CH:11][C:10]([OH:13])=[CH:9][CH:8]=2)=[CH:4][CH:3]=1.[H-].[Na+].[C:18]([O:22][C:23]([N:25]1[CH2:29][CH2:28][CH2:27][C@H:26]1[CH2:30]OS(C1C=CC(C)=CC=1)(=O)=O)=[O:24])([CH3:21])([CH3:20])[CH3:19]. (3) Given the product [Br:1][C:2]1[CH:7]=[C:6]([C:8]([F:17])([C:13]([F:16])([F:15])[F:14])[C:9]([F:12])([F:11])[F:10])[CH:5]=[C:4]([Br:18])[C:3]=1[N:19]([CH3:40])[C:20]([C:22]1[C:23]([O:38][CH3:39])=[C:24]([NH:28][C:29]([C:31]2[CH:36]=[CH:35][N+:34]([O-:49])=[CH:33][CH:32]=2)=[O:30])[CH:25]=[CH:26][CH:27]=1)=[O:21], predict the reactants needed to synthesize it. The reactants are: [Br:1][C:2]1[CH:7]=[C:6]([C:8]([F:17])([C:13]([F:16])([F:15])[F:14])[C:9]([F:12])([F:11])[F:10])[CH:5]=[C:4]([Br:18])[C:3]=1[N:19]([CH3:40])[C:20]([C:22]1[C:23]([O:38][CH3:39])=[C:24]([N:28](C)[C:29]([C:31]2[CH:36]=[CH:35][N:34]=[CH:33][CH:32]=2)=[O:30])[CH:25]=[CH:26][CH:27]=1)=[O:21].ClC1C=CC=C(C(OO)=[O:49])C=1. (4) The reactants are: [NH2:1][C:2]1[CH:3]=[C:4]([CH:9]=[CH:10][C:11]=1[C:12]1[N:16]([CH2:17][C:18]([OH:21])([CH3:20])[CH3:19])[C:15]([CH2:22][O:23][CH2:24][CH3:25])=[N:14][C:13]=1[C:26]#[N:27])[C:5]([O:7][CH3:8])=[O:6].Cl.O1CCOCC1. Given the product [NH2:27][C:26]1[C:13]2[N:14]=[C:15]([CH2:22][O:23][CH2:24][CH3:25])[N:16]([CH2:17][C:18]([OH:21])([CH3:19])[CH3:20])[C:12]=2[C:11]2[CH:10]=[CH:9][C:4]([C:5]([O:7][CH3:8])=[O:6])=[CH:3][C:2]=2[N:1]=1, predict the reactants needed to synthesize it. (5) Given the product [F:40][C:34]1[C:35]([F:39])=[CH:36][CH:37]=[CH:38][C:33]=1[C:30]1[C:29]([C:41]2[CH:46]=[CH:45][N:44]=[CH:43][CH:42]=2)=[C:28]([NH:27][C:24](=[O:25])[CH2:23][C:17]2[CH:22]=[CH:21][CH:20]=[CH:19][CH:18]=2)[O:32][N:31]=1, predict the reactants needed to synthesize it. The reactants are: N1C=CN=C1.C1CCN2C(=NCCC2)CC1.[C:17]1([CH2:23][C:24](Cl)=[O:25])[CH:22]=[CH:21][CH:20]=[CH:19][CH:18]=1.[NH2:27][C:28]1[O:32][N:31]=[C:30]([C:33]2[CH:38]=[CH:37][CH:36]=[C:35]([F:39])[C:34]=2[F:40])[C:29]=1[C:41]1[CH:46]=[CH:45][N:44]=[CH:43][CH:42]=1. (6) Given the product [CH3:4][C:2]([Si:5]([CH3:22])([CH3:21])[O:6][C@@H:7]1[CH2:11][N:10]([C:12]([O:14][C:15]([CH3:16])([CH3:18])[CH3:17])=[O:13])[C@@H:9]([CH2:19][O:20][C:28]2[CH:29]=[CH:30][C:25]([O:24][CH3:23])=[CH:26][CH:27]=2)[CH2:8]1)([CH3:1])[CH3:3], predict the reactants needed to synthesize it. The reactants are: [CH3:1][C:2]([Si:5]([CH3:22])([CH3:21])[O:6][C@@H:7]1[CH2:11][N:10]([C:12]([O:14][C:15]([CH3:18])([CH3:17])[CH3:16])=[O:13])[C@@H:9]([CH2:19][OH:20])[CH2:8]1)([CH3:4])[CH3:3].[CH3:23][O:24][C:25]1[CH:30]=[CH:29][C:28](O)=[CH:27][CH:26]=1.C1C=CC(P(C2C=CC=CC=2)C2C=CC=CC=2)=CC=1.CCOC(/N=N/C(OCC)=O)=O. (7) Given the product [CH:12]([C:3]1[CH:4]=[C:5]([Br:11])[CH:6]=[C:7]([CH:8]([CH3:10])[CH3:9])[C:2]=1[CH:23]=[O:24])([CH3:14])[CH3:13], predict the reactants needed to synthesize it. The reactants are: I[C:2]1[C:7]([CH:8]([CH3:10])[CH3:9])=[CH:6][C:5]([Br:11])=[CH:4][C:3]=1[CH:12]([CH3:14])[CH3:13].[Li]CCCC.CN([CH:23]=[O:24])C. (8) Given the product [Cl:24][C:25]1[CH:32]=[CH:31][C:28]([CH2:29][N:20]2[CH2:21][CH2:22][O:23][C@@H:18]([CH2:17][NH:16][C:14](=[O:15])[CH2:13][S:12][C:9]3[S:10][CH:11]=[C:7]([CH2:6][C:4]([O:3][CH2:1][CH3:2])=[O:5])[N:8]=3)[CH2:19]2)=[CH:27][CH:26]=1.[Cl:24][C:25]1[CH:32]=[CH:31][C:28]([CH2:29][N:20]2[CH2:21][CH2:22][O:23][C@@H:18]([CH2:17][NH:16][C:14](=[O:15])[CH2:13][S:12][C:9]3[S:10][CH:11]=[C:7]([CH2:6][C:4]([O:3][CH2:1][CH3:2])=[O:5])[N:8]=3)[CH2:19]2)=[CH:27][C:26]=1[C:33]([F:34])([F:35])[F:36], predict the reactants needed to synthesize it. The reactants are: [CH2:1]([O:3][C:4]([CH2:6][C:7]1[N:8]=[C:9]([S:12][CH2:13][C:14]([NH:16][CH2:17][C@H:18]2[O:23][CH2:22][CH2:21][NH:20][CH2:19]2)=[O:15])[S:10][CH:11]=1)=[O:5])[CH3:2].[Cl:24][C:25]1[CH:32]=[CH:31][C:28]([CH:29]=O)=[CH:27][C:26]=1[C:33]([F:36])([F:35])[F:34]. (9) Given the product [CH3:23][C:2]1[N:7]=[C:6]([NH:8][C:9]2[CH:14]=[C:13]([CH:12]=[CH:11][N:10]=2)[C:15]#[N:16])[CH:5]=[C:4]([CH:17]2[CH2:22][CH2:21][O:20][CH2:19][CH2:18]2)[CH:3]=1, predict the reactants needed to synthesize it. The reactants are: Cl[C:2]1[N:7]=[C:6]([NH:8][C:9]2[CH:14]=[C:13]([C:15]#[N:16])[CH:12]=[CH:11][N:10]=2)[CH:5]=[C:4]([CH:17]2[CH2:22][CH2:21][O:20][CH2:19][CH2:18]2)[CH:3]=1.[CH3:23]B(O)O.C(=O)([O-])[O-].[K+].[K+].